Dataset: Catalyst prediction with 721,799 reactions and 888 catalyst types from USPTO. Task: Predict which catalyst facilitates the given reaction. (1) The catalyst class is: 517. Product: [C:33]([O:32][C:30]([NH:29][C:25]1[CH:24]=[C:23]([CH2:22][CH2:21][C:19]2[CH:18]=[C:13]([CH:12]=[C:11]([NH:10][C:6]3[C:5]([Cl:9])=[CH:4][N:3]=[C:2]([Cl:1])[N:7]=3)[CH:20]=2)[C:14]([O:16][CH3:17])=[O:15])[CH:28]=[CH:27][CH:26]=1)=[O:31])([CH3:36])([CH3:34])[CH3:35]. Reactant: [Cl:1][C:2]1[N:7]=[C:6](Cl)[C:5]([Cl:9])=[CH:4][N:3]=1.[NH2:10][C:11]1[CH:12]=[C:13]([CH:18]=[C:19]([CH2:21][CH2:22][C:23]2[CH:28]=[CH:27][CH:26]=[C:25]([NH:29][C:30]([O:32][C:33]([CH3:36])([CH3:35])[CH3:34])=[O:31])[CH:24]=2)[CH:20]=1)[C:14]([O:16][CH3:17])=[O:15].C(=O)([O-])[O-].[K+].[K+]. (2) Reactant: Cl.[CH2:2]([N:5]1[CH2:10][CH2:9][N:8]([C:11]2[CH:16]=[CH:15][C:14]([NH:17][S:18]([C:21]3[CH:26]=[CH:25][C:24](Br)=[CH:23][CH:22]=3)(=[O:20])=[O:19])=[CH:13][N:12]=2)[CH2:7][CH2:6]1)[CH:3]=[CH2:4].[CH:28]1(B(O)O)[CH2:30][CH2:29]1.[O-]P([O-])([O-])=O.[K+].[K+].[K+].C1(P(C2CCCCC2)C2CCCCC2)CCCCC1. Product: [CH2:2]([N:5]1[CH2:10][CH2:9][N:8]([C:11]2[N:12]=[CH:13][C:14]([NH:17][S:18]([C:21]3[CH:26]=[CH:25][C:24]([CH:28]4[CH2:30][CH2:29]4)=[CH:23][CH:22]=3)(=[O:20])=[O:19])=[CH:15][CH:16]=2)[CH2:7][CH2:6]1)[CH:3]=[CH2:4]. The catalyst class is: 493. (3) Reactant: [N+:1]([C:4]1[CH:9]=[CH:8][N:7]=[CH:6][C:5]=1[C:10]1[CH:15]=[CH:14][C:13]([CH2:16][CH2:17][CH2:18]O)=[CH:12][CH:11]=1)([O-:3])=[O:2].C(N(S(F)(F)[F:26])CC)C. Product: [F:26][CH2:18][CH2:17][CH2:16][C:13]1[CH:14]=[CH:15][C:10]([C:5]2[CH:6]=[N:7][CH:8]=[CH:9][C:4]=2[N+:1]([O-:3])=[O:2])=[CH:11][CH:12]=1. The catalyst class is: 2. (4) Reactant: [CH2:1]([O:5][C:6]1[CH:7]=[C:8]([CH:11]=[CH:12][C:13]=1[OH:14])[CH:9]=O)[CH2:2][CH2:3][CH3:4].[Cl-].[CH3:16][O:17][CH:18]([P+](C1C=CC=CC=1)(C1C=CC=CC=1)C1C=CC=CC=1)[C:19]([O:21][CH3:22])=[O:20].C(N(CC)CC)C. Product: [CH2:1]([O:5][C:6]1[CH:7]=[C:8](/[CH:9]=[C:18](\[O:17][CH3:16])/[C:19]([O:21][CH3:22])=[O:20])[CH:11]=[CH:12][C:13]=1[OH:14])[CH2:2][CH2:3][CH3:4]. The catalyst class is: 7. (5) The catalyst class is: 15. Reactant: [F:1][C:2]1[CH:8]=[CH:7][CH:6]=[C:5]([O:9][CH3:10])[C:3]=1[NH2:4].[Br:11]Br. Product: [BrH:11].[Br:11][C:7]1[CH:6]=[C:5]([O:9][CH3:10])[C:3]([NH2:4])=[C:2]([F:1])[CH:8]=1.